The task is: Binary Classification. Given a T-cell receptor sequence (or CDR3 region) and an epitope sequence, predict whether binding occurs between them.. This data is from TCR-epitope binding with 47,182 pairs between 192 epitopes and 23,139 TCRs. (1) The epitope is YLNTLTLAV. The TCR CDR3 sequence is CASSFGVSYEQYF. Result: 1 (the TCR binds to the epitope). (2) Result: 1 (the TCR binds to the epitope). The epitope is GVAMPNLYK. The TCR CDR3 sequence is CAISESMNTEAFF. (3) The TCR CDR3 sequence is CASRYGPYEQYF. The epitope is PKYVKQNTLKLAT. Result: 1 (the TCR binds to the epitope). (4) The epitope is QIKVRVKMV. The TCR CDR3 sequence is CASSSGDRGLYEQYF. Result: 0 (the TCR does not bind to the epitope). (5) The epitope is RLQSLQTYV. The TCR CDR3 sequence is CASSQELDLGSDTQYF. Result: 0 (the TCR does not bind to the epitope). (6) The epitope is HTTDPSFLGRY. The TCR CDR3 sequence is CASSQGDGTGLGNYGYTF. Result: 1 (the TCR binds to the epitope). (7) The epitope is ALSKGVHFV. The TCR CDR3 sequence is CASSLITGEGLVDEQFF. Result: 1 (the TCR binds to the epitope).